Dataset: Reaction yield outcomes from USPTO patents with 853,638 reactions. Task: Predict the reaction yield, written as a fraction of the theoretical maximum amount of product (1.0 means a 100% yield; for example, 0.34 means a 34% yield). (1) The reactants are C(OC([N:8]([CH2:21][CH2:22][C:23]#[C:24][C:25]1[CH:30]=[C:29]([Cl:31])[CH:28]=[CH:27][C:26]=1[NH:32][CH:33]([C:40]1[CH:45]=[CH:44][CH:43]=[CH:42][CH:41]=1)[C:34]1[CH:39]=[CH:38][CH:37]=[CH:36][CH:35]=1)[S:9]([CH2:12][C:13]1[CH:18]=[CH:17][C:16]([Cl:19])=[C:15]([Cl:20])[CH:14]=1)(=[O:11])=[O:10])=O)(C)(C)C. The catalyst is [Cu]I.CN(C)C(=O)C. The product is [CH:33]([N:32]1[C:26]2[C:25](=[CH:30][C:29]([Cl:31])=[CH:28][CH:27]=2)[CH:24]=[C:23]1[CH2:22][CH2:21][NH:8][S:9]([CH2:12][C:13]1[CH:18]=[CH:17][C:16]([Cl:19])=[C:15]([Cl:20])[CH:14]=1)(=[O:11])=[O:10])([C:34]1[CH:35]=[CH:36][CH:37]=[CH:38][CH:39]=1)[C:40]1[CH:45]=[CH:44][CH:43]=[CH:42][CH:41]=1. The yield is 0.990. (2) The yield is 0.570. The reactants are [NH2:1][C:2]1[CH:7]=[CH:6][C:5](B(O)O)=[CH:4][CH:3]=1.[C:11]([O:15][C:16]([N:18]1[C@@H:23]([CH3:24])[CH:22]=[C:21](OS(C(F)(F)F)(=O)=O)[CH2:20][C@@H:19]1[CH3:33])=[O:17])([CH3:14])([CH3:13])[CH3:12]. The product is [C:11]([O:15][C:16]([N:18]1[CH:19]([CH3:33])[CH:20]=[C:21]([C:5]2[CH:6]=[CH:7][C:2]([NH2:1])=[CH:3][CH:4]=2)[CH2:22][CH:23]1[CH3:24])=[O:17])([CH3:14])([CH3:12])[CH3:13]. No catalyst specified. (3) The catalyst is N1C=CC=CC=1. The yield is 0.810. The product is [CH3:12][O:13][C:14]([C:16]1[CH:24]=[CH:23][C:19]([C:20]([NH:1][C:2]2[CH:3]=[C:4]3[C:8](=[CH:9][CH:10]=2)[NH:7][C:6](=[O:11])[CH2:5]3)=[O:21])=[CH:18][CH:17]=1)=[O:15]. The reactants are [NH2:1][C:2]1[CH:3]=[C:4]2[C:8](=[CH:9][CH:10]=1)[NH:7][C:6](=[O:11])[CH2:5]2.[CH3:12][O:13][C:14]([C:16]1[CH:24]=[CH:23][C:19]([C:20](Cl)=[O:21])=[CH:18][CH:17]=1)=[O:15]. (4) The reactants are C(O[C:6]([NH:8][C@H:9]([CH2:13][O:14][CH:15]([F:17])[F:16])[C:10]([OH:12])=O)=[O:7])(C)(C)C.[CH2:18](N(CC)CC)C.ClC(OCC(C)C)=O.[CH2:33]([NH2:40])[C:34]1[CH:39]=[CH:38][CH:37]=[CH:36][CH:35]=1. The catalyst is C1COCC1.C(OCC)(=O)C. The product is [C:6]([NH:8][C@H:9]([CH2:13][O:14][CH:15]([F:16])[F:17])[C:10]([NH:40][CH2:33][C:34]1[CH:39]=[CH:38][CH:37]=[CH:36][CH:35]=1)=[O:12])(=[O:7])[CH3:18]. The yield is 0.167. (5) The reactants are [CH2:1]([O:8][C:9]1[CH:21]=[C:20]2[C:12]([C:13]3[CH:14]=[CH:15][C:16]([N:22]([CH3:25])[CH:23]=[O:24])=[CH:17][C:18]=3[NH:19]2)=[CH:11][CH:10]=1)[C:2]1[CH:7]=[CH:6][CH:5]=[CH:4][CH:3]=1.[H-].[Na+].[C:28](=O)([O:34]C1C=CC=CC=1)[O:29][C:30]([CH3:33])([CH3:32])[CH3:31]. The catalyst is C1COCC1. The product is [CH2:1]([O:8][C:9]1[CH:10]=[CH:11][C:12]2[C:13]3[C:18](=[CH:17][C:16]([N:22]([CH3:25])[CH:23]=[O:24])=[CH:15][CH:14]=3)[N:19]([C:28]([O:29][C:30]([CH3:33])([CH3:32])[CH3:31])=[O:34])[C:20]=2[CH:21]=1)[C:2]1[CH:3]=[CH:4][CH:5]=[CH:6][CH:7]=1. The yield is 0.660.